From a dataset of Forward reaction prediction with 1.9M reactions from USPTO patents (1976-2016). Predict the product of the given reaction. Given the reactants [P:1]([O:8][CH2:9][CH3:10])([O:5][CH2:6][CH3:7])[O:2]CC.Br[CH:12]([C:14]1[CH:19]=[C:18]([CH2:20][CH3:21])[N:17]=[CH:16][N:15]=1)[CH3:13].[I-].[Na+], predict the reaction product. The product is: [CH2:20]([C:18]1[N:17]=[CH:16][N:15]=[C:14]([CH:12]([P:1](=[O:2])([O:5][CH2:6][CH3:7])[O:8][CH2:9][CH3:10])[CH3:13])[CH:19]=1)[CH3:21].